Dataset: Catalyst prediction with 721,799 reactions and 888 catalyst types from USPTO. Task: Predict which catalyst facilitates the given reaction. (1) Reactant: CC(C)CC([OH:6])C.P12(SP3(SP(SP(S3)(S1)=S)(=S)S2)=S)=S.[P:22](=[S:26])([OH:25])([OH:24])[SH:23].[O-2].[Zn+2:28]. Product: [P:22]([O-:25])([O-:24])([S-:26])=[S:23].[Zn+2:28].[P:22]([O-:25])([O-:24])([S-:26])=[S:23].[Zn+2:28].[Zn+2:28].[O-2:6].[Zn+2:28]. The catalyst class is: 657. (2) Reactant: [NH2:1][C:2]1[S:6][C:5]([CH3:7])=[N:4][C:3]=1[C:8]([O:10][CH2:11][CH3:12])=[O:9].F[C:14]1[CH:19]=[CH:18][CH:17]=[CH:16][C:15]=1[N+:20]([O-:22])=[O:21].O.[OH-].[Li+]. Product: [CH2:11]([O:10][C:8]([C:3]1[N:4]=[C:5]([CH3:7])[S:6][C:2]=1[NH:1][C:14]1[CH:19]=[CH:18][CH:17]=[CH:16][C:15]=1[N+:20]([O-:22])=[O:21])=[O:9])[CH3:12]. The catalyst class is: 16. (3) Reactant: [Cl:1][C:2]1[CH:7]=[CH:6][C:5]([C@H:8]2[CH2:13][CH2:12][C@H:11]([C:14]3[C:15](=[O:26])[C:16]4[C:21]([C:22](=[O:25])[C:23]=3Cl)=[CH:20][CH:19]=[CH:18][CH:17]=4)[CH2:10][CH2:9]2)=[CH:4][CH:3]=1.[OH-:27].[K+]. Product: [CH:18]1[CH:19]=[CH:20][C:21]2[C:22]([C:23]([OH:27])=[C:14]([C@@H:11]3[CH2:10][CH2:9][C@@H:8]([C:5]4[CH:4]=[CH:3][C:2]([Cl:1])=[CH:7][CH:6]=4)[CH2:13][CH2:12]3)[C:15](=[O:26])[C:16]=2[CH:17]=1)=[O:25]. The catalyst class is: 24. (4) Reactant: [O:1]([C:8]1[CH:19]=[CH:18][C:11]([CH2:12][N:13]2[CH2:16][CH:15]([OH:17])[CH2:14]2)=[CH:10][CH:9]=1)[C:2]1[CH:7]=[CH:6][CH:5]=[CH:4][CH:3]=1.[Br:20][C:21]1[CH:22]=[CH:23][C:24](F)=[N:25][CH:26]=1.CC(C)([O-])C.[K+]. Product: [Br:20][C:21]1[CH:22]=[CH:23][C:24]([O:17][CH:15]2[CH2:16][N:13]([CH2:12][C:11]3[CH:18]=[CH:19][C:8]([O:1][C:2]4[CH:3]=[CH:4][CH:5]=[CH:6][CH:7]=4)=[CH:9][CH:10]=3)[CH2:14]2)=[N:25][CH:26]=1. The catalyst class is: 54. (5) Reactant: [Cl:1][C:2]1[C:3]([CH3:25])=[C:4]([C:9]2[C:10](=[O:24])[N:11]([O:22][CH3:23])[C:12]3([CH2:19][CH2:18][N:17]([O:20][CH3:21])[CH2:16][CH2:15]3)[C:13]=2[OH:14])[C:5]([CH3:8])=[CH:6][CH:7]=1.[N+:26]([O-])([OH:28])=[O:27]. Product: [Cl:1][C:2]1[C:3]([CH3:25])=[C:4]([C:9]2([N+:26]([O-:28])=[O:27])[C:13](=[O:14])[C:12]3([CH2:15][CH2:16][N:17]([O:20][CH3:21])[CH2:18][CH2:19]3)[N:11]([O:22][CH3:23])[C:10]2=[O:24])[C:5]([CH3:8])=[CH:6][CH:7]=1. The catalyst class is: 22. (6) Reactant: CC1(C)CCCC(C)(C)N1.CCCCCC.C([Li])CCC.C([N:24]([CH2:33][CH3:34])[C:25]([C:27]1[CH:31]=[CH:30][O:29][C:28]=1[CH3:32])=[O:26])C.[CH2:35]([O:37][C:38]1[CH:43]=[CH:42][C:41]([CH2:44]CC#N)=[CH:40][CH:39]=1)[CH3:36].Cl. Product: [CH2:35]([O:37][C:38]1[CH:43]=[CH:42][C:41]([CH2:44][CH2:34][C:33]2[NH:24][C:25](=[O:26])[C:27]3[CH:31]=[CH:30][O:29][C:28]=3[CH:32]=2)=[CH:40][CH:39]=1)[CH3:36]. The catalyst class is: 1. (7) Reactant: [C:1]([O:5][C:6](=[O:12])[NH:7][CH2:8][CH2:9][CH2:10][NH2:11])([CH3:4])([CH3:3])[CH3:2].Cl[C:14]1[N:19]=[C:18]([NH2:20])[C:17]([N+:21]([O-:23])=[O:22])=[CH:16][CH:15]=1.C(=O)(O)[O-].[K+].O. Product: [NH2:20][C:18]1[N:19]=[C:14]([NH:11][CH2:10][CH2:9][CH2:8][NH:7][C:6](=[O:12])[O:5][C:1]([CH3:4])([CH3:2])[CH3:3])[CH:15]=[CH:16][C:17]=1[N+:21]([O-:23])=[O:22]. The catalyst class is: 3. (8) Reactant: [CH2:1]([C:3]1[CH:8]=[C:7]([CH3:9])[CH:6]=[C:5]([CH2:10][CH3:11])[C:4]=1[C:12](=[O:18])[C:13](OCC)=[O:14])[CH3:2].C1(C)C=CC=CC=1.O.[NH2:27][NH2:28]. The catalyst class is: 6. Product: [CH2:1]([C:3]1[CH:8]=[C:7]([CH3:9])[CH:6]=[C:5]([CH2:10][CH3:11])[C:4]=1[C:12](=[O:18])[C:13]([NH:27][NH2:28])=[O:14])[CH3:2]. (9) Reactant: [N+:1]([C:4]1[CH:21]=[C:20]([N+:22]([O-:24])=[O:23])[CH:19]=[CH:18][C:5]=1[O:6][N:7]1C(=O)C2C(=CC=CC=2)C1=O)([O-:3])=[O:2].C(Cl)Cl.O.NN.Cl. Product: [N+:1]([C:4]1[CH:21]=[C:20]([N+:22]([O-:24])=[O:23])[CH:19]=[CH:18][C:5]=1[O:6][NH2:7])([O-:3])=[O:2]. The catalyst class is: 5. (10) Product: [CH3:1][O:2][C:3]([C:5]1([CH2:20][CH2:21][CH3:22])[CH2:8][CH2:7][N:6]1[C:9]([C:11]1[C:12]2[CH:19]=[CH:18][CH:17]=[CH:16][C:13]=2[S:14][CH:15]=1)=[O:10])=[O:4]. Reactant: [CH3:1][O:2][C:3]([C:5]1([CH2:20][CH:21]=[CH2:22])[CH2:8][CH2:7][N:6]1[C:9]([C:11]1[C:12]2[CH:19]=[CH:18][CH:17]=[CH:16][C:13]=2[S:14][CH:15]=1)=[O:10])=[O:4]. The catalyst class is: 19.